Dataset: Full USPTO retrosynthesis dataset with 1.9M reactions from patents (1976-2016). Task: Predict the reactants needed to synthesize the given product. Given the product [CH:1](/[C:5]12[CH2:17][CH2:16][C:15](=[O:18])[C:14]([CH3:19])=[C:13]1[C:12]1[C:7](=[CH:8][C:9]([OH:20])=[CH:10][CH:11]=1)[CH2:6]2)=[CH:2]\[CH2:3][CH3:4], predict the reactants needed to synthesize it. The reactants are: [CH:1](/[C:5]12[CH2:17][CH2:16][C:15](=[O:18])[C:14]([CH3:19])=[C:13]1[C:12]1[C:7](=[CH:8][C:9]([O:20]C)=[CH:10][CH:11]=1)[CH2:6]2)=[CH:2]\[CH2:3][CH3:4].Cl.N1C=CC=CC=1.